From a dataset of Full USPTO retrosynthesis dataset with 1.9M reactions from patents (1976-2016). Predict the reactants needed to synthesize the given product. (1) Given the product [F:1][C:2]1[CH:7]=[CH:6][C:5]([C@@H:8]([CH3:20])[C:9]([N:11]2[C@H:15]([CH:16]([CH3:17])[CH3:18])[CH2:14][O:13][C:12]2=[O:19])=[O:10])=[CH:4][CH:3]=1, predict the reactants needed to synthesize it. The reactants are: [F:1][C:2]1[CH:7]=[CH:6][C:5]([CH2:8][C:9]([N:11]2[C@H:15]([CH:16]([CH3:18])[CH3:17])[CH2:14][O:13][C:12]2=[O:19])=[O:10])=[CH:4][CH:3]=1.[CH3:20][Si]([N-][Si](C)(C)C)(C)C.[Na+].CC(O)=O. (2) Given the product [CH2:3]([N:10]1[C:22]2[C:21]3[CH:20]=[C:19]([O:23][CH3:24])[C:18]([C:25]4[C:26]([CH3:31])=[N:27][O:28][C:29]=4[CH3:30])=[CH:17][C:16]=3[N:15]=[C:14]([CH2:32][OH:33])[C:13]=2[O:12][C:11]1=[O:34])[C:4]1[CH:9]=[CH:8][CH:7]=[CH:6][CH:5]=1, predict the reactants needed to synthesize it. The reactants are: [BH4-].[Na+].[CH2:3]([N:10]1[C:22]2[C:21]3[CH:20]=[C:19]([O:23][CH3:24])[C:18]([C:25]4[C:26]([CH3:31])=[N:27][O:28][C:29]=4[CH3:30])=[CH:17][C:16]=3[N:15]=[C:14]([CH:32]=[O:33])[C:13]=2[O:12][C:11]1=[O:34])[C:4]1[CH:9]=[CH:8][CH:7]=[CH:6][CH:5]=1. (3) Given the product [N+:49]([C:52]1[CH:57]=[CH:56][CH:55]=[CH:54][C:53]=1[S:58]([N:61]([CH2:37][CH2:38][N:39]1[CH:44]=[CH:43][C:42]2[CH:45]=[CH:46][O:47][C:41]=2[C:40]1=[O:48])[CH2:62][CH2:63][CH2:64][O:65][CH:66]1[CH2:71][CH2:70][CH2:69][CH2:68][O:67]1)(=[O:59])=[O:60])([O-:51])=[O:50], predict the reactants needed to synthesize it. The reactants are: C1(P(C2C=CC=CC=2)C2C=CC=CC=2)C=CC=CC=1.C(OC(N=NC(OC(C)(C)C)=O)=O)(C)(C)C.O[CH2:37][CH2:38][N:39]1[CH:44]=[CH:43][C:42]2[CH:45]=[CH:46][O:47][C:41]=2[C:40]1=[O:48].[N+:49]([C:52]1[CH:57]=[CH:56][CH:55]=[CH:54][C:53]=1[S:58]([NH:61][CH2:62][CH2:63][CH2:64][O:65][CH:66]1[CH2:71][CH2:70][CH2:69][CH2:68][O:67]1)(=[O:60])=[O:59])([O-:51])=[O:50].